Task: Predict the product of the given reaction.. Dataset: Forward reaction prediction with 1.9M reactions from USPTO patents (1976-2016) (1) Given the reactants [NH2:1][C:2]1[CH:3]=[C:4]([C:9]([F:12])([F:11])[F:10])[CH:5]=[CH:6][C:7]=1Br.O(CC)[C:14]([S-:16])=S.[K+].[ClH:20], predict the reaction product. The product is: [Cl:20][C:14]1[S:16][C:7]2[CH:6]=[CH:5][C:4]([C:9]([F:12])([F:11])[F:10])=[CH:3][C:2]=2[N:1]=1. (2) Given the reactants C([O:3][C:4](=O)[CH:5]=[C:6]([C:12]1[O:13][CH:14]=[CH:15][CH:16]=1)[C:7]1[O:8][CH:9]=[CH:10][CH:11]=1)C.CC(C[AlH]CC(C)C)C.[Cl-].[NH4+].C(Cl)Cl, predict the reaction product. The product is: [O:8]1[CH:9]=[CH:10][CH:11]=[C:7]1[C:6]([C:12]1[O:13][CH:14]=[CH:15][CH:16]=1)=[CH:5][CH2:4][OH:3].